Dataset: NCI-60 drug combinations with 297,098 pairs across 59 cell lines. Task: Regression. Given two drug SMILES strings and cell line genomic features, predict the synergy score measuring deviation from expected non-interaction effect. (1) Drug 1: C1C(C(OC1N2C=C(C(=O)NC2=O)F)CO)O. Drug 2: C#CCC(CC1=CN=C2C(=N1)C(=NC(=N2)N)N)C3=CC=C(C=C3)C(=O)NC(CCC(=O)O)C(=O)O. Cell line: PC-3. Synergy scores: CSS=77.0, Synergy_ZIP=20.4, Synergy_Bliss=-3.96, Synergy_Loewe=17.6, Synergy_HSA=-2.10. (2) Drug 1: CC(CN1CC(=O)NC(=O)C1)N2CC(=O)NC(=O)C2. Drug 2: CC1=CC2C(CCC3(C2CCC3(C(=O)C)OC(=O)C)C)C4(C1=CC(=O)CC4)C. Cell line: KM12. Synergy scores: CSS=25.6, Synergy_ZIP=-8.51, Synergy_Bliss=-5.50, Synergy_Loewe=-7.73, Synergy_HSA=-4.38. (3) Drug 1: CC1=CC=C(C=C1)C2=CC(=NN2C3=CC=C(C=C3)S(=O)(=O)N)C(F)(F)F. Drug 2: CC1C(C(CC(O1)OC2CC(CC3=C2C(=C4C(=C3O)C(=O)C5=CC=CC=C5C4=O)O)(C(=O)C)O)N)O. Cell line: OVCAR-5. Synergy scores: CSS=39.2, Synergy_ZIP=-3.41, Synergy_Bliss=-3.40, Synergy_Loewe=-9.58, Synergy_HSA=0.0637. (4) Drug 1: COC1=C(C=C2C(=C1)N=CN=C2NC3=CC(=C(C=C3)F)Cl)OCCCN4CCOCC4. Drug 2: CCCS(=O)(=O)NC1=C(C(=C(C=C1)F)C(=O)C2=CNC3=C2C=C(C=N3)C4=CC=C(C=C4)Cl)F. Cell line: KM12. Synergy scores: CSS=20.4, Synergy_ZIP=-5.36, Synergy_Bliss=-1.48, Synergy_Loewe=-8.47, Synergy_HSA=-4.33. (5) Drug 1: C1=CC(=CC=C1CCCC(=O)O)N(CCCl)CCCl. Drug 2: C1=CC=C(C=C1)NC(=O)CCCCCCC(=O)NO. Cell line: OVCAR3. Synergy scores: CSS=22.1, Synergy_ZIP=-10.4, Synergy_Bliss=-5.57, Synergy_Loewe=-6.51, Synergy_HSA=-4.33. (6) Cell line: SF-295. Drug 2: CC(C)(C#N)C1=CC(=CC(=C1)CN2C=NC=N2)C(C)(C)C#N. Drug 1: CC1=C(C=C(C=C1)NC(=O)C2=CC=C(C=C2)CN3CCN(CC3)C)NC4=NC=CC(=N4)C5=CN=CC=C5. Synergy scores: CSS=-5.37, Synergy_ZIP=3.17, Synergy_Bliss=4.65, Synergy_Loewe=-4.45, Synergy_HSA=-2.91.